From a dataset of Full USPTO retrosynthesis dataset with 1.9M reactions from patents (1976-2016). Predict the reactants needed to synthesize the given product. (1) Given the product [Cl:29][C:24]1[CH:23]=[C:22]([C:17]2([C:15](=[O:16])[CH2:14][N:1]3[CH2:6][CH2:5][CH2:4][CH2:3][CH2:2]3)[CH2:21][CH2:20][CH2:19][CH2:18]2)[CH:27]=[CH:26][C:25]=1[Cl:28], predict the reactants needed to synthesize it. The reactants are: [NH:1]1[CH2:6][CH2:5][CH2:4][CH2:3][CH2:2]1.C(=O)([O-])[O-].[K+].[K+].Br[CH2:14][C:15]([C:17]1([C:22]2[CH:27]=[CH:26][C:25]([Cl:28])=[C:24]([Cl:29])[CH:23]=2)[CH2:21][CH2:20][CH2:19][CH2:18]1)=[O:16].[I-].[Na+]. (2) Given the product [NH:12]([C:19]1[O:20][C:21]([C:24]([NH:37][C:38]2[CH:39]=[CH:40][C:41]([CH:44]3[CH2:45][CH2:46][CH:47]([CH2:50][C:51]([O:53][CH2:54][CH3:55])=[O:52])[CH2:48][CH2:49]3)=[CH:42][CH:43]=2)=[O:26])=[CH:22][N:23]=1)[C:13]1[CH:14]=[CH:15][CH:16]=[CH:17][CH:18]=1, predict the reactants needed to synthesize it. The reactants are: CCN=C=NCCCN(C)C.[NH:12]([C:19]1[O:20][C:21]([C:24]([OH:26])=O)=[CH:22][N:23]=1)[C:13]1[CH:18]=[CH:17][CH:16]=[CH:15][CH:14]=1.C1C=CC2N(O)N=NC=2C=1.[NH2:37][C:38]1[CH:43]=[CH:42][C:41]([CH:44]2[CH2:49][CH2:48][CH:47]([CH2:50][C:51]([O:53][CH2:54][CH3:55])=[O:52])[CH2:46][CH2:45]2)=[CH:40][CH:39]=1.CCN(C(C)C)C(C)C. (3) Given the product [C:22]([C:15]1[C:16](=[O:21])[C:17]([O:19][CH3:20])=[CH:18][N:13]([C:3]2[CH:4]=[CH:5][C:6]([N:8]3[CH:12]=[CH:11][CH:10]=[N:9]3)=[CH:7][C:2]=2[F:1])[N:14]=1)(=[O:23])[CH3:29], predict the reactants needed to synthesize it. The reactants are: [F:1][C:2]1[CH:7]=[C:6]([N:8]2[CH:12]=[CH:11][CH:10]=[N:9]2)[CH:5]=[CH:4][C:3]=1[N:13]1[CH:18]=[C:17]([O:19][CH3:20])[C:16](=[O:21])[C:15]([C:22](N(OC)C)=[O:23])=[N:14]1.O1CCC[CH2:29]1.C[Mg]Br.[Cl-].[NH4+].